This data is from Forward reaction prediction with 1.9M reactions from USPTO patents (1976-2016). The task is: Predict the product of the given reaction. Given the reactants [CH3:1][O:2][C:3]1[CH:4]=[C:5]([CH2:19][NH2:20])[CH:6]=[CH:7][C:8]=1[O:9][CH2:10][C:11]1[CH:12]=[N:13][C:14]([O:17][CH3:18])=[CH:15][CH:16]=1.F[C:22]1[CH:27]=[CH:26][C:25]([I:28])=[CH:24][C:23]=1[N+:29]([O-:31])=[O:30].C(N(C(C)C)CC)(C)C, predict the reaction product. The product is: [I:28][C:25]1[CH:26]=[CH:27][C:22]([NH:20][CH2:19][C:5]2[CH:6]=[CH:7][C:8]([O:9][CH2:10][C:11]3[CH:12]=[N:13][C:14]([O:17][CH3:18])=[CH:15][CH:16]=3)=[C:3]([O:2][CH3:1])[CH:4]=2)=[C:23]([N+:29]([O-:31])=[O:30])[CH:24]=1.